This data is from Full USPTO retrosynthesis dataset with 1.9M reactions from patents (1976-2016). The task is: Predict the reactants needed to synthesize the given product. (1) Given the product [Cl:5][C:6]1[C:14]([S:15][CH2:16][CH3:17])=[C:13]([Cl:18])[CH:12]=[C:11]([F:19])[C:7]=1[C:8]([Cl:3])=[O:9], predict the reactants needed to synthesize it. The reactants are: S(Cl)([Cl:3])=O.[Cl:5][C:6]1[C:14]([S:15][CH2:16][CH3:17])=[C:13]([Cl:18])[CH:12]=[C:11]([F:19])[C:7]=1[C:8](O)=[O:9]. (2) Given the product [ClH:39].[CH3:37][C:36]1[N:23]2[C:24]([C:25]3[CH:26]=[C:27]([C:28]4[CH:33]=[CH:32][CH:31]=[CH:30][CH:29]=4)[C:18]([C:15]4[CH:14]=[CH:13][C:12]([C:8]5([NH2:7])[CH2:9][CH2:10][CH2:11]5)=[CH:17][CH:16]=4)=[N:19][C:20]=3[CH:21]=[CH:22]2)=[N:34][N:35]=1, predict the reactants needed to synthesize it. The reactants are: C(OC(=O)[NH:7][C:8]1([C:12]2[CH:17]=[CH:16][C:15]([C:18]3[C:27]([C:28]4[CH:33]=[CH:32][CH:31]=[CH:30][CH:29]=4)=[CH:26][C:25]4[C:24]5=[N:34][N:35]=[C:36]([CH3:37])[N:23]5[CH:22]=[CH:21][C:20]=4[N:19]=3)=[CH:14][CH:13]=2)[CH2:11][CH2:10][CH2:9]1)(C)(C)C.[ClH:39].CCOC(C)=O. (3) Given the product [Cl:19][C:20]1[CH:21]=[C:22]([CH:25]=[C:26]([O:28][C:29]2[C:34](=[O:35])[N:33]([CH2:9][C:8]3[CH:7]=[C:6]([CH2:11][O:12][CH:13]4[CH2:18][CH2:17][CH2:16][CH2:15][O:14]4)[N:5]=[N:4][C:3]=3[O:2][CH3:1])[CH:32]=[N:31][C:30]=2[C:36]([F:37])([F:38])[F:39])[CH:27]=1)[C:23]#[N:24], predict the reactants needed to synthesize it. The reactants are: [CH3:1][O:2][C:3]1[N:4]=[N:5][C:6]([CH2:11][O:12][CH:13]2[CH2:18][CH2:17][CH2:16][CH2:15][O:14]2)=[CH:7][C:8]=1[CH2:9]O.[Cl:19][C:20]1[CH:21]=[C:22]([CH:25]=[C:26]([O:28][C:29]2[C:34](=[O:35])[NH:33][CH:32]=[N:31][C:30]=2[C:36]([F:39])([F:38])[F:37])[CH:27]=1)[C:23]#[N:24].C1C=CC(P(C2C=CC=CC=2)C2C=CC=CC=2)=CC=1.CCOC(/N=N/C(OCC)=O)=O. (4) Given the product [C:12]([CH2:14][C:15]([NH:1][N:2]1[CH:6]=[CH:5][N:4]=[C:3]1[C:7]([O:9][CH2:10][CH3:11])=[O:8])=[O:16])#[N:13], predict the reactants needed to synthesize it. The reactants are: [NH2:1][N:2]1[CH:6]=[CH:5][N:4]=[C:3]1[C:7]([O:9][CH2:10][CH3:11])=[O:8].[C:12]([CH2:14][C:15](Cl)=[O:16])#[N:13].N1C=CC=CC=1. (5) Given the product [O:20]=[S:17]1(=[O:21])[CH2:18][CH2:19][N:14]([C:12]([C:5]2[C:6]([C:8]([F:11])([F:10])[F:9])=[N:7][C:2]([NH:31][C@@H:35]3[C@@H:36]4[CH2:4][C@@H:5]([CH2:6][CH2:8]4)[C@@H:26]3[CH2:27][OH:22])=[N:3][CH:4]=2)=[O:13])[CH2:15][CH2:16]1, predict the reactants needed to synthesize it. The reactants are: Cl[C:2]1[N:7]=[C:6]([C:8]([F:11])([F:10])[F:9])[C:5]([C:12]([N:14]2[CH2:19][CH2:18][S:17](=[O:21])(=[O:20])[CH2:16][CH2:15]2)=[O:13])=[CH:4][N:3]=1.[O:22]1[CH2:27][CH2:26]OCC1.C([N:31]([CH2:35][CH3:36])C(C)C)(C)C. (6) Given the product [CH3:1][O:2][C:3]1[CH:4]=[C:5]2[C:10](=[CH:11][C:12]=1[O:13][CH3:14])[N:9]=[CH:8][N:7]=[C:6]2[O:15][C:16]1[CH:17]=[CH:18][C:19]([O:20][CH2:21][C:22]([N:50]2[CH2:51][CH2:52][C:53]3[C:58](=[CH:57][CH:56]=[CH:55][CH:54]=3)[CH2:49]2)=[O:24])=[CH:25][CH:26]=1, predict the reactants needed to synthesize it. The reactants are: [CH3:1][O:2][C:3]1[CH:4]=[C:5]2[C:10](=[CH:11][C:12]=1[O:13][CH3:14])[N:9]=[CH:8][N:7]=[C:6]2[O:15][C:16]1[CH:26]=[CH:25][C:19]([O:20][CH2:21][C:22]([OH:24])=O)=[CH:18][CH:17]=1.CCN=C=NCCCN(C)C.Cl.C1C=CC2N(O)N=NC=2C=1.[CH2:49]1[C:58]2[C:53](=[CH:54][CH:55]=[CH:56][CH:57]=2)[CH2:52][CH2:51][NH:50]1.C(=O)([O-])O.[Na+]. (7) The reactants are: [Cl:1][C:2]1[CH:19]=[CH:18][C:17]([CH:20]=[N:21][OH:22])=[CH:16][C:3]=1[C:4]([NH:6][CH2:7][C:8]1([OH:15])[CH2:14][CH2:13][CH2:12][CH2:11][CH2:10][CH2:9]1)=[O:5].[CH2:23]([OH:27])[CH2:24][C:25]#[CH:26].Cl[O-].[Na+]. Given the product [Cl:1][C:2]1[CH:19]=[CH:18][C:17]([C:20]2[CH:26]=[C:25]([CH2:24][CH2:23][OH:27])[O:22][N:21]=2)=[CH:16][C:3]=1[C:4]([NH:6][CH2:7][C:8]1([OH:15])[CH2:9][CH2:10][CH2:11][CH2:12][CH2:13][CH2:14]1)=[O:5], predict the reactants needed to synthesize it.